Dataset: NCI-60 drug combinations with 297,098 pairs across 59 cell lines. Task: Regression. Given two drug SMILES strings and cell line genomic features, predict the synergy score measuring deviation from expected non-interaction effect. Drug 1: C1=CC(=CC=C1CC(C(=O)O)N)N(CCCl)CCCl.Cl. Drug 2: CN(CC1=CN=C2C(=N1)C(=NC(=N2)N)N)C3=CC=C(C=C3)C(=O)NC(CCC(=O)O)C(=O)O. Cell line: HL-60(TB). Synergy scores: CSS=74.5, Synergy_ZIP=0.763, Synergy_Bliss=0.592, Synergy_Loewe=-13.6, Synergy_HSA=-0.519.